This data is from Catalyst prediction with 721,799 reactions and 888 catalyst types from USPTO. The task is: Predict which catalyst facilitates the given reaction. (1) Reactant: [O:1]=[C:2]1[C:11]2[C:6](=[CH:7][CH:8]=[C:9]([C:12]([O:14][CH3:15])=[O:13])[CH:10]=2)[CH:5]=[CH:4][NH:3]1.C(=O)([O-])[O-].[K+].[K+].Br[CH2:23][C:24]1(C([O-])=O)[O:28][CH:27]=[CH:26][O:25]1.O. Product: [O:25]1[CH2:26][CH2:27][O:28][CH:24]1[CH2:23][N:3]1[CH:4]=[CH:5][C:6]2[C:11](=[CH:10][C:9]([C:12]([O:14][CH3:15])=[O:13])=[CH:8][CH:7]=2)[C:2]1=[O:1]. The catalyst class is: 3. (2) Reactant: Cl[C:2]1[N:7]=[C:6]([C:8]2[CH:13]=[CH:12][CH:11]=[CH:10][CH:9]=2)[CH:5]=[CH:4][N:3]=1.[NH2:14][C:15]1[CH:20]=[CH:19][C:18]([CH2:21][C:22]([OH:24])=[O:23])=[CH:17][CH:16]=1.C(N(C(C)C)CC)(C)C.C1COCC1. Product: [C:8]1([C:6]2[CH:5]=[CH:4][N:3]=[C:2]([NH:14][C:15]3[CH:16]=[CH:17][C:18]([CH2:21][C:22]([OH:24])=[O:23])=[CH:19][CH:20]=3)[N:7]=2)[CH:13]=[CH:12][CH:11]=[CH:10][CH:9]=1. The catalyst class is: 316.